This data is from Catalyst prediction with 721,799 reactions and 888 catalyst types from USPTO. The task is: Predict which catalyst facilitates the given reaction. (1) Reactant: [C:1]([C:4]1[C:12]2[NH:11][CH:10]=[CH:9][C:8]=2[C:7]([C:13]([O:15]C(C)(C)C)=[O:14])=[CH:6][CH:5]=1)(=[O:3])[NH2:2].FC(F)(F)C(O)=O. Product: [NH2:2][C:1]([C:4]1[C:12]2[NH:11][CH:10]=[CH:9][C:8]=2[C:7]([C:13]([OH:15])=[O:14])=[CH:6][CH:5]=1)=[O:3]. The catalyst class is: 4. (2) Reactant: [NH2:1][C:2]1[C:7]([C:8]#[N:9])=[C:6]([C:10]2[CH:15]=[CH:14][C:13]([O:16][CH2:17][C@H:18]3[CH2:22][O:21]C(C)(C)[O:19]3)=[CH:12][CH:11]=2)[C:5]([C:25]#[N:26])=[C:4]([O:27][CH2:28][C:29]2[N:30]=[C:31]([C:34]3[CH:39]=[CH:38][C:37]([Cl:40])=[CH:36][CH:35]=3)[O:32][CH:33]=2)[N:3]=1.O. Product: [NH2:1][C:2]1[C:7]([C:8]#[N:9])=[C:6]([C:10]2[CH:11]=[CH:12][C:13]([O:16][CH2:17][C@H:18]([OH:19])[CH2:22][OH:21])=[CH:14][CH:15]=2)[C:5]([C:25]#[N:26])=[C:4]([O:27][CH2:28][C:29]2[N:30]=[C:31]([C:34]3[CH:35]=[CH:36][C:37]([Cl:40])=[CH:38][CH:39]=3)[O:32][CH:33]=2)[N:3]=1. The catalyst class is: 15. (3) Reactant: C([O:8][C:9]1[CH:14]=[CH:13][C:12]([C:15]2[N:19]([C:20]3[CH:25]=[CH:24][C:23]([O:26][CH3:27])=[CH:22][CH:21]=3)[N:18]=[C:17]([Cl:28])[CH:16]=2)=[CH:11][CH:10]=1)C1C=CC=CC=1.C1(SC)C=CC=CC=1. Product: [Cl:28][C:17]1[CH:16]=[C:15]([C:12]2[CH:13]=[CH:14][C:9]([OH:8])=[CH:10][CH:11]=2)[N:19]([C:20]2[CH:25]=[CH:24][C:23]([O:26][CH3:27])=[CH:22][CH:21]=2)[N:18]=1. The catalyst class is: 55. (4) Reactant: [NH2:1][C:2](=[S:10])[CH:3]([CH3:9])[C:4]([O:6][CH2:7][CH3:8])=[O:5].Br[CH2:12][C:13](=O)[C:14]([F:17])([F:16])[F:15].C([O-])(O)=O.[Na+]. Product: [F:15][C:14]([F:17])([F:16])[C:13]1[N:1]=[C:2]([CH:3]([CH3:9])[C:4]([O:6][CH2:7][CH3:8])=[O:5])[S:10][CH:12]=1. The catalyst class is: 3. (5) Reactant: Br[CH:2]([CH:16]([CH3:18])[CH3:17])[C:3]([NH:5][C:6]1[CH:11]=[CH:10][CH:9]=[C:8]([CH:12]([CH3:14])[CH3:13])[C:7]=1[OH:15])=[O:4].C(=O)([O-])[O-].[K+].[K+].Cl.O. Product: [CH:16]([CH:2]1[C:3](=[O:4])[NH:5][C:6]2[CH:11]=[CH:10][CH:9]=[C:8]([CH:12]([CH3:14])[CH3:13])[C:7]=2[O:15]1)([CH3:18])[CH3:17]. The catalyst class is: 9.